This data is from Catalyst prediction with 721,799 reactions and 888 catalyst types from USPTO. The task is: Predict which catalyst facilitates the given reaction. (1) Reactant: Cl[CH2:2][C:3]1[CH:21]=[CH:20][C:6]([O:7][CH2:8][C:9]2[N:10]=[C:11]([C:15]3[O:16][CH:17]=[CH:18][CH:19]=3)[O:12][C:13]=2[CH3:14])=[CH:5][CH:4]=1.[OH:22][C:23]1[C:27]([CH:28]=[O:29])=[CH:26][N:25]([C:30]2[CH:35]=[CH:34][CH:33]=[CH:32][CH:31]=2)[N:24]=1.C(=O)([O-])[O-].[K+].[K+].CN(C)C=O. Product: [O:16]1[CH:17]=[CH:18][CH:19]=[C:15]1[C:11]1[O:12][C:13]([CH3:14])=[C:9]([CH2:8][O:7][C:6]2[CH:20]=[CH:21][C:3]([CH2:2][O:22][C:23]3[C:27]([CH:28]=[O:29])=[CH:26][N:25]([C:30]4[CH:31]=[CH:32][CH:33]=[CH:34][CH:35]=4)[N:24]=3)=[CH:4][CH:5]=2)[N:10]=1. The catalyst class is: 6. (2) Reactant: Cl.C(OC([N:9]1[CH2:13][C@H:12]([CH3:14])[CH2:11][C@H:10]1[C:15]1[NH:16][CH:17]=[C:18]([C:20]2[CH:21]=[C:22]3[C:27](=[CH:28][CH:29]=2)[CH:26]=[C:25]([C:30]2[CH:35]=[CH:34][C:33]([C:36]4[N:37]=[C:38]([C@@H:41]5[CH2:45][C@@H:44]([CH3:46])[CH2:43][N:42]5C(OC(C)(C)C)=O)[NH:39][CH:40]=4)=[CH:32][CH:31]=2)[CH:24]=[CH:23]3)[N:19]=1)=O)(C)(C)C. Product: [CH3:46][C@H:44]1[CH2:43][NH:42][C@H:41]([C:38]2[NH:39][CH:40]=[C:36]([C:33]3[CH:34]=[CH:35][C:30]([C:25]4[CH:24]=[CH:23][C:22]5[C:27](=[CH:28][CH:29]=[C:20]([C:18]6[N:19]=[C:15]([C@@H:10]7[CH2:11][C@@H:12]([CH3:14])[CH2:13][NH:9]7)[NH:16][CH:17]=6)[CH:21]=5)[CH:26]=4)=[CH:31][CH:32]=3)[N:37]=2)[CH2:45]1. The catalyst class is: 169. (3) Reactant: [H-].[Na+].[NH:3]1[CH:7]=[CH:6][C:5]([C:8]2[CH:13]=[CH:12][CH:11]=[CH:10][C:9]=2[OH:14])=[N:4]1.[CH2:15]([O:17][C:18](=[O:26])[CH2:19][CH2:20][CH2:21][CH2:22][CH2:23][CH2:24]Br)[CH3:16]. Product: [CH2:15]([O:17][C:18](=[O:26])[CH2:19][CH2:20][CH2:21][CH2:22][CH2:23][CH2:24][N:3]1[CH:7]=[CH:6][C:5]([C:8]2[CH:13]=[CH:12][CH:11]=[CH:10][C:9]=2[OH:14])=[N:4]1)[CH3:16]. The catalyst class is: 3. (4) Reactant: [F:1][C:2]1[CH:3]=[C:4]2[C:8](=[CH:9][CH:10]=1)[NH:7][C:6](=[O:11])[CH2:5]2.[CH:12]([C:14]1[NH:15][C:16]([CH3:34])=[C:17]([S:24]([C:27]2[CH:32]=[CH:31][C:30]([CH3:33])=[CH:29][CH:28]=2)(=[O:26])=[O:25])[C:18]=1[CH2:19][CH2:20][C:21]([OH:23])=[O:22])=O.N1CCCCC1. Product: [F:1][C:2]1[CH:3]=[C:4]2[C:8](=[CH:9][CH:10]=1)[NH:7][C:6](=[O:11])/[C:5]/2=[CH:12]\[C:14]1[NH:15][C:16]([CH3:34])=[C:17]([S:24]([C:27]2[CH:28]=[CH:29][C:30]([CH3:33])=[CH:31][CH:32]=2)(=[O:25])=[O:26])[C:18]=1[CH2:19][CH2:20][C:21]([OH:23])=[O:22]. The catalyst class is: 8. (5) Reactant: [H-].[Na+].[N:3]1([C:9]2[CH:18]=[C:17]3[C:12]([CH2:13][CH2:14][CH2:15][CH:16]3[NH:19][C:20](=[O:41])/[C:21](=[CH:26]/[C:27]3[CH:32]=[CH:31][C:30]([N:33]4[CH:37]=[C:36]([CH3:38])[N:35]=[CH:34]4)=[C:29]([O:39][CH3:40])[CH:28]=3)/[CH2:22][CH2:23][CH2:24]Cl)=[CH:11][CH:10]=2)[CH2:8][CH2:7][O:6][CH2:5][CH2:4]1.O.C(OCC)(=O)C. Product: [CH3:40][O:39][C:29]1[CH:28]=[C:27]([CH:32]=[CH:31][C:30]=1[N:33]1[CH:37]=[C:36]([CH3:38])[N:35]=[CH:34]1)/[CH:26]=[C:21]1/[C:20](=[O:41])[N:19]([CH:16]2[C:17]3[C:12](=[CH:11][CH:10]=[C:9]([N:3]4[CH2:8][CH2:7][O:6][CH2:5][CH2:4]4)[CH:18]=3)[CH2:13][CH2:14][CH2:15]2)[CH2:24][CH2:23][CH2:22]/1. The catalyst class is: 3. (6) Reactant: [F:1][C:2]1[C:10]([NH:11][S:12]([CH2:15][CH2:16][CH3:17])(=[O:14])=[O:13])=[CH:9][CH:8]=[C:7]([F:18])[C:3]=1C(O)=O.[CH2:19]([N:21]([CH2:24][CH3:25])[CH2:22]C)C.C1C=CC(OP(OC2C=CC=CC=2)([N:35]=[N+]=[N-])=O)=CC=1.CNC1[N:55]=[CH:54][N:53]=[C:52]2C=1[N:49]=[CH:50][NH:51]2.[OH2:56]. Product: [F:1][C:2]1[C:3]([NH:35][C:19]([N:21]([CH3:22])[C:24]2[N:55]=[CH:54][N:53]=[C:52]3[C:25]=2[N:49]=[CH:50][NH:51]3)=[O:56])=[C:7]([F:18])[CH:8]=[CH:9][C:10]=1[NH:11][S:12]([CH2:15][CH2:16][CH3:17])(=[O:13])=[O:14]. The catalyst class is: 1. (7) Reactant: [O:1]1[CH:5]=[CH:4][CH:3]=[C:2]1[C:6]1[O:7][C:8]([CH3:36])=[C:9]([CH2:11][O:12][C:13]2[CH:33]=[CH:32][C:16]([CH2:17][O:18][C:19]3[CH:23]=[C:22]([CH:24]=O)[N:21]([C:26]4[CH:31]=[CH:30][CH:29]=[CH:28][CH:27]=4)[N:20]=3)=[CH:15][C:14]=2[O:34][CH3:35])[N:10]=1.[Cl-].[S:38]1[CH:42]=[C:41]([CH2:43][P+](C2C=CC=CC=2)(C2C=CC=CC=2)C2C=CC=CC=2)[N:40]=[CH:39]1.C(=O)([O-])[O-].[K+].[K+].CN(C)C=O. Product: [O:1]1[CH:5]=[CH:4][CH:3]=[C:2]1[C:6]1[O:7][C:8]([CH3:36])=[C:9]([CH2:11][O:12][C:13]2[CH:33]=[CH:32][C:16]([CH2:17][O:18][C:19]3[CH:23]=[C:22](/[CH:24]=[CH:43]/[C:41]4[N:40]=[CH:39][S:38][CH:42]=4)[N:21]([C:26]4[CH:31]=[CH:30][CH:29]=[CH:28][CH:27]=4)[N:20]=3)=[CH:15][C:14]=2[O:34][CH3:35])[N:10]=1. The catalyst class is: 6.